From a dataset of Forward reaction prediction with 1.9M reactions from USPTO patents (1976-2016). Predict the product of the given reaction. Given the reactants [F:1][C:2]1[CH:17]=[CH:16][C:5]([CH2:6][O:7][CH2:8][C:9]2[N:14]=[C:13]([NH2:15])[CH:12]=[CH:11][CH:10]=2)=[CH:4][CH:3]=1.[F:18][C:19]([F:31])([F:30])[C:20]1[CH:21]=[C:22]([S:26](Cl)(=[O:28])=[O:27])[CH:23]=[CH:24][CH:25]=1, predict the reaction product. The product is: [F:1][C:2]1[CH:3]=[CH:4][C:5]([CH2:6][O:7][CH2:8][C:9]2[N:14]=[C:13]([NH:15][S:26]([C:22]3[CH:23]=[CH:24][CH:25]=[C:20]([C:19]([F:18])([F:30])[F:31])[CH:21]=3)(=[O:28])=[O:27])[CH:12]=[CH:11][CH:10]=2)=[CH:16][CH:17]=1.